Predict the reaction yield, written as a fraction of the theoretical maximum amount of product (1.0 means a 100% yield; for example, 0.34 means a 34% yield). From a dataset of Reaction yield outcomes from USPTO patents with 853,638 reactions. (1) The yield is 0.810. The reactants are [OH-:1].[K+].[O:3]1[CH2:8][CH2:7][C:6](=[O:9])[CH2:5][CH2:4]1.[OH-].[K+].[CH3:12]O.[O:14]1C=CC=C[C:15]1=O.II. The catalyst is CO. The product is [CH3:12][O:9][C:6]1([O:14][CH3:15])[CH2:7][CH2:8][O:3][CH2:4][CH:5]1[OH:1]. (2) The reactants are C(S[C:4](=[N:8][C:9]1[CH:14]=[CH:13][CH:12]=[CH:11][CH:10]=1)[CH:5]([CH3:7])[CH3:6])C.[C:15]([NH:23][NH2:24])(=O)[C:16]1[CH:21]=[CH:20][CH:19]=[CH:18][CH:17]=1. The catalyst is C(O)CCC. The product is [CH:5]([C:4]1[N:8]([C:9]2[CH:14]=[CH:13][CH:12]=[CH:11][CH:10]=2)[C:15]([C:16]2[CH:21]=[CH:20][CH:19]=[CH:18][CH:17]=2)=[N:23][N:24]=1)([CH3:7])[CH3:6]. The yield is 0.240. (3) The product is [CH3:1][O:2][C:3]1[CH:4]=[C:5]([CH2:9][CH2:10][C:11]([O:13][CH3:14])=[O:12])[CH:6]=[N:7][CH:8]=1. The reactants are [CH3:1][O:2][C:3]1[CH:4]=[C:5](/[CH:9]=[CH:10]/[C:11]([O:13][CH3:14])=[O:12])[CH:6]=[N:7][CH:8]=1. The catalyst is CO.[Pd]. The yield is 1.00. (4) The reactants are [CH3:1][CH2:2][C@@H:3]([C@H:5]([N:36]([C:38]([C@@H:40]([NH:44][C:45]([C@@H:47]([N:51]([CH3:53])[CH3:52])[CH:48]([CH3:50])[CH3:49])=[O:46])[CH:41]([CH3:43])[CH3:42])=[O:39])[CH3:37])[C@H:6]([O:34][CH3:35])[CH2:7][C:8]([N:10]1[C@H:14]([C@H:15]([O:32][CH3:33])[C@H:16]([C:18]([NH:20][C@H:21]([C:29]([OH:31])=[O:30])[CH2:22][C:23]2[CH:28]=[CH:27][CH:26]=[CH:25][CH:24]=2)=[O:19])[CH3:17])[CH2:13][CH2:12][CH2:11]1)=[O:9])[CH3:4].C([NH:61][C@H:62]([C:64]([OH:66])=[O:65])[CH3:63])(OC(C)(C)C)=O.[OH:67][CH2:68][CH2:69][CH2:70][NH-:71].FC(F)(F)C(O)=O. The catalyst is ClCCl. The product is [CH3:1][CH2:2][C@@H:3]([C@H:5]([N:36]([C:38]([C@@H:40]([NH:44][C:45]([C@@H:47]([N:51]([CH3:53])[CH3:52])[CH:48]([CH3:50])[CH3:49])=[O:46])[CH:41]([CH3:43])[CH3:42])=[O:39])[CH3:37])[C@H:6]([O:34][CH3:35])[CH2:7][C:8]([N:10]1[C@H:14]([C@H:15]([O:32][CH3:33])[C@H:16]([C:18]([NH:20][C@H:21]([C:29]([OH:31])=[O:30])[CH2:22][C:23]2[CH:28]=[CH:27][CH:26]=[CH:25][CH:24]=2)=[O:19])[CH3:17])[CH2:13][CH2:12][CH2:11]1)=[O:9])[CH3:4].[OH:67][CH2:68][CH2:69][CH2:70][NH-:71].[NH2:61][C@H:62]([C:64]([OH:66])=[O:65])[CH3:63]. The yield is 0.850.